This data is from Forward reaction prediction with 1.9M reactions from USPTO patents (1976-2016). The task is: Predict the product of the given reaction. (1) Given the reactants [CH2:1]([C@@H:8]([CH2:12][CH2:13][C@H:14]([CH2:34][C:35]1[CH:40]=[CH:39][CH:38]=[CH:37][CH:36]=1)[C:15]([NH:17][C@H:18]1[CH2:24][CH2:23][S:22][C@H:21]2[CH2:25][CH2:26][CH2:27][C@@H:28]([C:29]([O:31][CH3:32])=[O:30])[N:20]2[C:19]1=[O:33])=[O:16])[C:9](O)=[O:10])[C:2]1[CH:7]=[CH:6][CH:5]=[CH:4][CH:3]=1.[NH2:41][C@H:42]1[CH2:48][CH2:47][CH2:46][CH2:45][N:44]([CH2:49][CH2:50][C:51]2[CH:56]=[CH:55][CH:54]=[CH:53][CH:52]=2)[C:43]1=[O:57], predict the reaction product. The product is: [CH2:34]([C@@H:14]([CH2:13][CH2:12][C@H:8]([CH2:1][C:2]1[CH:3]=[CH:4][CH:5]=[CH:6][CH:7]=1)[C:9](=[O:10])[NH:41][C@H:42]1[CH2:48][CH2:47][CH2:46][CH2:45][N:44]([CH2:49][CH2:50][C:51]2[CH:56]=[CH:55][CH:54]=[CH:53][CH:52]=2)[C:43]1=[O:57])[C:15]([NH:17][C@H:18]1[CH2:24][CH2:23][S:22][C@H:21]2[CH2:25][CH2:26][CH2:27][C@@H:28]([C:29]([O:31][CH3:32])=[O:30])[N:20]2[C:19]1=[O:33])=[O:16])[C:35]1[CH:40]=[CH:39][CH:38]=[CH:37][CH:36]=1. (2) Given the reactants [C:1]([C:3]1[CH:8]=[CH:7][C:6]([C:9]2[C:18]3[C:19](=[O:22])[O:20][CH2:21][C:17]=3[C:16]([OH:23])=[C:15]3[C:10]=2[CH:11]=[C:12]([O:26][CH3:27])[C:13]([O:24][CH3:25])=[CH:14]3)=[CH:5][CH:4]=1)#[N:2].IC.[C:30](=O)([O-])[O-].[K+].[K+].[Cl-].[NH4+], predict the reaction product. The product is: [CH3:27][O:26][C:12]1[C:13]([O:24][CH3:25])=[CH:14][C:15]2[C:10](=[C:9]([C:6]3[CH:5]=[CH:4][C:3]([C:1]#[N:2])=[CH:8][CH:7]=3)[C:18]3[C:19](=[O:22])[O:20][CH2:21][C:17]=3[C:16]=2[O:23][CH3:30])[CH:11]=1. (3) Given the reactants [C:1]([C:3]1[CH:8]=[CH:7][C:6]([C:9]2[O:13][N:12]=[C:11]([C:14]([OH:16])=O)[C:10]=2[CH3:17])=[C:5]([F:18])[CH:4]=1)#[N:2].[C:19]([O:23][C:24]([N:26]1[CH2:31][CH2:30][CH:29]([NH:32][CH:33]2[CH2:35][CH2:34]2)[CH2:28][CH2:27]1)=[O:25])([CH3:22])([CH3:21])[CH3:20], predict the reaction product. The product is: [C:19]([O:23][C:24]([N:26]1[CH2:31][CH2:30][CH:29]([N:32]([C:14]([C:11]2[C:10]([CH3:17])=[C:9]([C:6]3[CH:7]=[CH:8][C:3]([C:1]#[N:2])=[CH:4][C:5]=3[F:18])[O:13][N:12]=2)=[O:16])[CH:33]2[CH2:34][CH2:35]2)[CH2:28][CH2:27]1)=[O:25])([CH3:22])([CH3:20])[CH3:21]. (4) Given the reactants [BH4-].[Na+].[Br:3][C:4]1[CH:5]=[CH:6][C:7]([CH:10]2[CH2:15][CH2:14][C:13](=[O:16])[CH2:12][CH2:11]2)=[N:8][CH:9]=1.O, predict the reaction product. The product is: [Br:3][C:4]1[CH:5]=[CH:6][C:7]([C@H:10]2[CH2:15][CH2:14][C@H:13]([OH:16])[CH2:12][CH2:11]2)=[N:8][CH:9]=1.[Br:3][C:4]1[CH:5]=[CH:6][C:7]([C@@H:10]2[CH2:15][CH2:14][C@H:13]([OH:16])[CH2:12][CH2:11]2)=[N:8][CH:9]=1. (5) Given the reactants Cl.[NH2:2][C:3]1[C:4]([C:11]2[CH:16]=[CH:15][C:14]([NH:17][C:18]([NH:20][C:21]3[CH:26]=[C:25]([C:27]([F:30])([F:29])[F:28])[CH:24]=[CH:23][C:22]=3[F:31])=[O:19])=[CH:13][CH:12]=2)=[C:5]([C:8]([NH2:10])=[O:9])[NH:6][CH:7]=1.Cl.[C:33](Cl)(=[O:40])[C:34]1[CH:39]=[CH:38][CH:37]=[N:36][CH:35]=1.C(N(CC)CC)C, predict the reaction product. The product is: [C:33]([NH:2][C:3]1[C:4]([C:11]2[CH:16]=[CH:15][C:14]([NH:17][C:18]([NH:20][C:21]3[CH:26]=[C:25]([C:27]([F:30])([F:28])[F:29])[CH:24]=[CH:23][C:22]=3[F:31])=[O:19])=[CH:13][CH:12]=2)=[C:5]([C:8]([NH2:10])=[O:9])[NH:6][CH:7]=1)(=[O:40])[C:34]1[CH:39]=[CH:38][CH:37]=[N:36][CH:35]=1. (6) The product is: [Cl:39][C:36]1[CH:37]=[CH:38][C:33]2[S:32][CH:31]=[C:30]([CH2:29][N:17]3[C:9]4=[N:8][C:7]([N:1]5[CH2:6][CH2:5][O:4][CH2:3][CH2:2]5)=[CH:12][C:11](=[O:13])[N:10]4[CH2:14][CH2:15][C@H:16]3[C:18]([F:20])([F:21])[F:19])[C:34]=2[CH:35]=1. Given the reactants [N:1]1([C:7]2[N:8]=[C:9]3[NH:17][C@H:16]([C:18]([F:21])([F:20])[F:19])[CH2:15][CH2:14][N:10]3[C:11](=[O:13])[CH:12]=2)[CH2:6][CH2:5][O:4][CH2:3][CH2:2]1.C(=O)([O-])[O-].[Cs+].[Cs+].Br[CH2:29][C:30]1[C:34]2[CH:35]=[C:36]([Cl:39])[CH:37]=[CH:38][C:33]=2[S:32][CH:31]=1, predict the reaction product.